From a dataset of Forward reaction prediction with 1.9M reactions from USPTO patents (1976-2016). Predict the product of the given reaction. Given the reactants [CH2:1]([O:3][C:4](=[O:34])[C@@H:5]([NH:26]C(OC(C)(C)C)=O)[CH2:6][NH:7]C([C@@H]1CCCN(C(OCC2C=CC=CC=2)=O)C1)=O)[CH3:2].[ClH:35], predict the reaction product. The product is: [ClH:35].[CH2:1]([O:3][C:4](=[O:34])[C@@H:5]([NH2:26])[CH2:6][NH2:7])[CH3:2].